Dataset: Peptide-MHC class II binding affinity with 134,281 pairs from IEDB. Task: Regression. Given a peptide amino acid sequence and an MHC pseudo amino acid sequence, predict their binding affinity value. This is MHC class II binding data. (1) The peptide sequence is TYSVQLKLYDDKNAS. The MHC is DRB1_1101 with pseudo-sequence DRB1_1101. The binding affinity (normalized) is 0.488. (2) The peptide sequence is NFTVGRIIELFTAKG. The MHC is DRB1_0405 with pseudo-sequence DRB1_0405. The binding affinity (normalized) is 0.799.